From a dataset of Reaction yield outcomes from USPTO patents with 853,638 reactions. Predict the reaction yield, written as a fraction of the theoretical maximum amount of product (1.0 means a 100% yield; for example, 0.34 means a 34% yield). (1) The reactants are [C:1]([C:3]1[CH:8]=[CH:7][C:6]([C@@H:9]2[C:14]([C:15]#[N:16])=[C:13]([CH3:17])[N:12]([C:18]3[CH:23]=[CH:22][CH:21]=[C:20]([C:24]([F:27])([F:26])[F:25])[CH:19]=3)[C:11](=[O:28])[NH:10]2)=[C:5]([S:29]([CH3:32])(=[O:31])=[O:30])[CH:4]=1)#[N:2].[H-].[Na+].[CH2:35]([S:37](Cl)(=[O:39])=[O:38])[CH3:36]. No catalyst specified. The product is [C:1]([C:3]1[CH:8]=[CH:7][C:6]([C@@H:9]2[C:14]([C:15]#[N:16])=[C:13]([CH3:17])[N:12]([C:18]3[CH:23]=[CH:22][CH:21]=[C:20]([C:24]([F:27])([F:26])[F:25])[CH:19]=3)[C:11](=[O:28])[N:10]2[S:37]([CH2:35][CH3:36])(=[O:39])=[O:38])=[C:5]([S:29]([CH3:32])(=[O:31])=[O:30])[CH:4]=1)#[N:2]. The yield is 0.830. (2) The reactants are [CH2:1]([O:8][C:9]1[CH:17]=[C:16]2[C:12]([CH:13]=[C:14](C(O)=O)[NH:15]2)=[CH:11][C:10]=1[F:21])[C:2]1[CH:7]=[CH:6][CH:5]=[CH:4][CH:3]=1. The catalyst is CN1CCCC1=O.[Cu]. The product is [CH2:1]([O:8][C:9]1[CH:17]=[C:16]2[C:12]([CH:13]=[CH:14][NH:15]2)=[CH:11][C:10]=1[F:21])[C:2]1[CH:3]=[CH:4][CH:5]=[CH:6][CH:7]=1. The yield is 0.600.